Predict the product of the given reaction. From a dataset of Forward reaction prediction with 1.9M reactions from USPTO patents (1976-2016). Given the reactants [O:1]1[CH2:6][CH2:5][CH2:4][CH2:3][CH:2]1[N:7]1[C:15]2[C:10](=[CH:11][C:12]([C:16]3[N:20]=[CH:19][N:18]([C:21]([C:34]4[CH:39]=[CH:38][CH:37]=[CH:36][CH:35]=4)([C:28]4[CH:33]=[CH:32][CH:31]=[CH:30][CH:29]=4)[C:22]4[CH:27]=[CH:26][CH:25]=[CH:24][CH:23]=4)[N:17]=3)=[CH:13][CH:14]=2)[C:9]([C:40]2[CH:41]=[C:42]([CH:47]=[CH:48][CH:49]=2)[C:43]([O:45]C)=O)=[N:8]1.O.[OH-].[Li+].[CH3:53][C@@H:54]([NH2:61])[C:55]1[CH:60]=[CH:59][CH:58]=[CH:57][CH:56]=1.O.ON1C2C=CC=CC=2N=N1.Cl.CN(C)CCCN=C=NCC, predict the reaction product. The product is: [C:55]1([C@H:54]([NH:61][C:43]([C:42]2[CH:47]=[CH:48][CH:49]=[C:40]([C:9]3[C:10]4[C:15](=[CH:14][CH:13]=[C:12]([C:16]5[N:20]=[CH:19][N:18]([C:21]([C:22]6[CH:23]=[CH:24][CH:25]=[CH:26][CH:27]=6)([C:28]6[CH:33]=[CH:32][CH:31]=[CH:30][CH:29]=6)[C:34]6[CH:39]=[CH:38][CH:37]=[CH:36][CH:35]=6)[N:17]=5)[CH:11]=4)[N:7]([CH:2]4[CH2:3][CH2:4][CH2:5][CH2:6][O:1]4)[N:8]=3)[CH:41]=2)=[O:45])[CH3:53])[CH:60]=[CH:59][CH:58]=[CH:57][CH:56]=1.